From a dataset of Full USPTO retrosynthesis dataset with 1.9M reactions from patents (1976-2016). Predict the reactants needed to synthesize the given product. (1) Given the product [Cl:16][C:2]1[C:3]([CH3:15])=[N:4][C:5]2[C:10]([N:11]=1)=[C:9]([C:12](=[O:14])[CH3:13])[CH:8]=[CH:7][CH:6]=2, predict the reactants needed to synthesize it. The reactants are: F[C:2]1[C:3]([CH3:15])=[N:4][C:5]2[C:10]([N:11]=1)=[C:9]([C:12](=[O:14])[CH3:13])[CH:8]=[CH:7][CH:6]=2.[ClH:16]. (2) Given the product [F:1][C:2]1[C:11]2[O:10][CH2:9][CH:8]([CH2:12][N:28]3[CH2:31][CH2:30][CH2:29]3)[O:7][C:6]=2[CH:5]=[C:4]([S:24]([CH3:27])(=[O:25])=[O:26])[CH:3]=1, predict the reactants needed to synthesize it. The reactants are: [F:1][C:2]1[C:11]2[O:10][CH2:9][CH:8]([CH2:12]OS(C3C=CC(C)=CC=3)(=O)=O)[O:7][C:6]=2[CH:5]=[C:4]([S:24]([CH3:27])(=[O:26])=[O:25])[CH:3]=1.[NH:28]1[CH2:31][CH2:30][CH2:29]1. (3) Given the product [Cl:1][C:2]1[N:10]=[C:9]([NH:11][S:12]([CH3:15])(=[O:14])=[O:13])[CH:8]=[C:4]([C:5]([N:22]2[C:23]3[C:19](=[CH:18][C:17]([F:16])=[CH:25][CH:24]=3)[CH2:20][CH2:21]2)=[O:7])[CH:3]=1, predict the reactants needed to synthesize it. The reactants are: [Cl:1][C:2]1[CH:3]=[C:4]([CH:8]=[C:9]([NH:11][S:12]([CH3:15])(=[O:14])=[O:13])[N:10]=1)[C:5]([OH:7])=O.[F:16][C:17]1[CH:18]=[C:19]2[C:23](=[CH:24][CH:25]=1)[NH:22][CH2:21][CH2:20]2.CN(C(ON1N=NC2C=CC=CC1=2)=[N+](C)C)C.[B-](F)(F)(F)F.